Predict which catalyst facilitates the given reaction. From a dataset of Catalyst prediction with 721,799 reactions and 888 catalyst types from USPTO. Reactant: [Cl:1][C:2]1[N:3]=[C:4]2[C:12](=[CH:13][CH:14]=1)[CH:11]=[C:10]1[N:5]2[C@H:6]([CH3:15])[CH2:7][NH:8][CH2:9]1.[C:16](O[C:16]([O:18][C:19]([CH3:22])([CH3:21])[CH3:20])=[O:17])([O:18][C:19]([CH3:22])([CH3:21])[CH3:20])=[O:17]. Product: [C:19]([O:18][C:16]([N:8]1[CH2:7][C@@H:6]([CH3:15])[N:5]2[C:10](=[CH:11][C:12]3[C:4]2=[N:3][C:2]([Cl:1])=[CH:14][CH:13]=3)[CH2:9]1)=[O:17])([CH3:22])([CH3:21])[CH3:20]. The catalyst class is: 4.